From a dataset of NCI-60 drug combinations with 297,098 pairs across 59 cell lines. Regression. Given two drug SMILES strings and cell line genomic features, predict the synergy score measuring deviation from expected non-interaction effect. Drug 1: CS(=O)(=O)CCNCC1=CC=C(O1)C2=CC3=C(C=C2)N=CN=C3NC4=CC(=C(C=C4)OCC5=CC(=CC=C5)F)Cl. Drug 2: CCC1(CC2CC(C3=C(CCN(C2)C1)C4=CC=CC=C4N3)(C5=C(C=C6C(=C5)C78CCN9C7C(C=CC9)(C(C(C8N6C)(C(=O)OC)O)OC(=O)C)CC)OC)C(=O)OC)O.OS(=O)(=O)O. Cell line: MDA-MB-231. Synergy scores: CSS=8.99, Synergy_ZIP=2.97, Synergy_Bliss=-1.77, Synergy_Loewe=3.79, Synergy_HSA=1.76.